From a dataset of Full USPTO retrosynthesis dataset with 1.9M reactions from patents (1976-2016). Predict the reactants needed to synthesize the given product. (1) Given the product [C:11]([O:15][C:16]([N:18]1[CH2:23][CH2:22][N:21]([C:2]2[CH:7]=[CH:6][C:5]([N+:8]([O-:10])=[O:9])=[CH:4][N:3]=2)[CH2:20][CH2:19]1)=[O:17])([CH3:14])([CH3:12])[CH3:13], predict the reactants needed to synthesize it. The reactants are: Br[C:2]1[CH:7]=[CH:6][C:5]([N+:8]([O-:10])=[O:9])=[CH:4][N:3]=1.[C:11]([O:15][C:16]([N:18]1[CH2:23][CH2:22][NH:21][CH2:20][CH2:19]1)=[O:17])([CH3:14])([CH3:13])[CH3:12].C(=O)([O-])[O-].[K+].[K+]. (2) Given the product [F:16][C:15]1[CH:14]=[C:13]([O:17][C@H:18]2[CH2:24][CH2:23][CH2:22][CH2:21][CH2:20][C@@H:19]2[C:25]2[N:29]([CH3:30])[N:28]=[CH:27][CH:26]=2)[CH:12]=[C:11]([F:31])[C:10]=1[S:7]([NH:6][C:32]1[CH:37]=[CH:36][N:35]=[CH:34][N:33]=1)(=[O:8])=[O:9], predict the reactants needed to synthesize it. The reactants are: COC1C=C(OC)C=CC=1C[N:6]([C:32]1[CH:37]=[CH:36][N:35]=[CH:34][N:33]=1)[S:7]([C:10]1[C:15]([F:16])=[CH:14][C:13]([O:17][C@H:18]2[CH2:24][CH2:23][CH2:22][CH2:21][CH2:20][C@@H:19]2[C:25]2[N:29]([CH3:30])[N:28]=[CH:27][CH:26]=2)=[CH:12][C:11]=1[F:31])(=[O:9])=[O:8].C([SiH](CC)CC)C.FC(F)(F)C(O)=O. (3) Given the product [NH2:8][C:5]1[CH:6]=[CH:7][C:2]([O:21][C:14]2[CH:15]=[C:16]([F:29])[C:17]([CH2:19][CH3:20])=[CH:18][C:13]=2[OH:12])=[CH:3][CH:4]=1, predict the reactants needed to synthesize it. The reactants are: F[C:2]1[CH:7]=[CH:6][C:5]([N+:8]([O-])=O)=[CH:4][CH:3]=1.C[O:12][C:13]1[CH:18]=[C:17]([CH2:19][CH3:20])[CH:16]=[CH:15][C:14]=1[OH:21].BrC1C([F:29])=CC(O)=C(OC)C=1. (4) Given the product [C:1]([O:4][CH2:5][C@@H:6]1[C@@H:13]2[C@@H:9]([O:10][C:11]([CH3:15])([CH3:14])[O:12]2)[C@H:8]([N:16]2[CH:24]=[N:23][C:22]3[C:17]2=[N:18][CH:19]=[N:20][C:21]=3[C:35]2[CH:34]=[CH:33][CH:32]=[C:31]([N:26]3[CH:30]=[CH:29][CH:28]=[N:27]3)[CH:36]=2)[O:7]1)(=[O:3])[CH3:2], predict the reactants needed to synthesize it. The reactants are: [C:1]([O:4][CH2:5][C@@H:6]1[C@@H:13]2[C@@H:9]([O:10][C:11]([CH3:15])([CH3:14])[O:12]2)[C@H:8]([N:16]2[CH:24]=[N:23][C:22]3[C:17]2=[N:18][CH:19]=[N:20][C:21]=3Br)[O:7]1)(=[O:3])[CH3:2].[N:26]1([C:31]2[CH:32]=[C:33](B(O)O)[CH:34]=[CH:35][CH:36]=2)[CH:30]=[CH:29][CH:28]=[N:27]1.P([O-])([O-])([O-])=O.[K+].[K+].[K+].ClCCl.